Dataset: Reaction yield outcomes from USPTO patents with 853,638 reactions. Task: Predict the reaction yield, written as a fraction of the theoretical maximum amount of product (1.0 means a 100% yield; for example, 0.34 means a 34% yield). (1) The reactants are [CH2:1]([C@@H:8]1[C@@H:16]([CH2:17][O:18][Si](C(C)C)(C(C)C)C(C)C)[C@H:15]([CH3:29])[O:14][C:13](=[O:30])[C@@H:12]([NH:31][C:32](=[O:38])[O:33][C:34]([CH3:37])([CH3:36])[CH3:35])[CH2:11][O:10][CH2:9]1)[C:2]1[CH:7]=[CH:6][CH:5]=[CH:4][CH:3]=1.C1COCC1.[F-].C([N+](CCCC)(CCCC)CCCC)CCC. The catalyst is O.[Cl-].[Na+].O. The product is [CH2:1]([C@@H:8]1[C@@H:16]([CH2:17][OH:18])[C@H:15]([CH3:29])[O:14][C:13](=[O:30])[C@@H:12]([NH:31][C:32](=[O:38])[O:33][C:34]([CH3:37])([CH3:36])[CH3:35])[CH2:11][O:10][CH2:9]1)[C:2]1[CH:7]=[CH:6][CH:5]=[CH:4][CH:3]=1. The yield is 0.870. (2) The catalyst is Cl. The reactants are [C:1]1([NH2:8])[CH:6]=[CH:5][CH:4]=[CH:3][C:2]=1[NH2:7].[CH3:9][O:10][C:11]1[CH:12]=[C:13]([CH:19]=[CH:20][CH:21]=1)[O:14][CH2:15][C:16](O)=O. The yield is 0.920. The product is [N:7]1[C:2]2[CH:3]=[CH:4][CH:5]=[CH:6][C:1]=2[NH:8][C:16]=1[CH2:15][O:14][C:13]1[CH:19]=[CH:20][CH:21]=[C:11]([O:10][CH3:9])[CH:12]=1. (3) The reactants are Cl[C:2]1[N:9]=[CH:8][CH:7]=[CH:6][C:3]=1[C:4]#[N:5].[F:10][C:11]1[CH:16]=[CH:15][CH:14]=[C:13]([O:17][CH3:18])[C:12]=1B(O)O. No catalyst specified. The product is [F:10][C:11]1[CH:16]=[CH:15][C:14]([C:2]2[N:9]=[CH:8][CH:7]=[CH:6][C:3]=2[C:4]#[N:5])=[C:13]([O:17][CH3:18])[CH:12]=1. The yield is 0.850. (4) The reactants are Br[C:2]1[CH:3]=[C:4]([C:7]([NH2:9])=[O:8])[O:5][CH:6]=1.[B:10]1([B:10]2[O:14][C:13]([CH3:16])([CH3:15])[C:12]([CH3:18])([CH3:17])[O:11]2)[O:14][C:13]([CH3:16])([CH3:15])[C:12]([CH3:18])([CH3:17])[O:11]1.CC([O-])=O.[K+]. The catalyst is O1CCOCC1. The product is [CH3:17][C:12]1([CH3:18])[C:13]([CH3:16])([CH3:15])[O:14][B:10]([C:2]2[CH:3]=[C:4]([C:7]([NH2:9])=[O:8])[O:5][CH:6]=2)[O:11]1. The yield is 0.660. (5) The reactants are [N+:1]([C:4]1[CH:12]=[C:8]([C:9]([OH:11])=O)[C:7]([OH:13])=[CH:6][CH:5]=1)([O-:3])=[O:2].[CH3:14][C:15]([C:18]1[CH:19]=[C:20]([CH:22]=[C:23]([C:25]([CH3:28])([CH3:27])[CH3:26])[CH:24]=1)[NH2:21])([CH3:17])[CH3:16]. No catalyst specified. The product is [CH3:17][C:15]([C:18]1[CH:19]=[C:20]([NH:21][C:9](=[O:11])[C:8]2[CH:12]=[C:4]([N+:1]([O-:3])=[O:2])[CH:5]=[CH:6][C:7]=2[OH:13])[CH:22]=[C:23]([C:25]([CH3:28])([CH3:27])[CH3:26])[CH:24]=1)([CH3:14])[CH3:16]. The yield is 0.467. (6) The reactants are [Cl:1][C:2]1[CH:7]=[CH:6][CH:5]=[C:4]([Cl:8])[C:3]=1[C:9]1[S:10][C:11]2[C:16](SC)=[N:15][CH:14]=[N:13][C:12]=2[N:19]=1.ClC1C=C[CH:24]=[C:23](Cl)[C:22]=1[C:28]1SC2C(S)=NC=NC=2[N:37]=1.C(N(CC)CC)C.CI.C([OH:49])C. No catalyst specified. The product is [Cl:1][C:2]1[CH:7]=[CH:6][CH:5]=[C:4]([Cl:8])[C:3]=1[C:9]1[S:10][C:11]2[C:16]([NH:37][C:28]([CH:22]3[CH2:23][CH2:24]3)=[O:49])=[N:15][CH:14]=[N:13][C:12]=2[N:19]=1. The yield is 0.440. (7) The reactants are Br[C:2]1[C:3]([F:22])=[CH:4][C:5]2[O:11][CH2:10][CH2:9][N:8]3[C:12]([CH:18]4[CH2:20][CH2:19]4)=[C:13]([C:15]([NH2:17])=[O:16])[N:14]=[C:7]3[C:6]=2[CH:21]=1.[CH3:23][C:24]1[O:28][N:27]=[C:26]([C@:29]([OH:33])([C:31]#[CH:32])[CH3:30])[N:25]=1. No catalyst specified. The product is [CH:18]1([C:12]2[N:8]3[CH2:9][CH2:10][O:11][C:5]4[CH:4]=[C:3]([F:22])[C:2]([C:32]#[C:31][C@@:29]([OH:33])([C:26]5[N:25]=[C:24]([CH3:23])[O:28][N:27]=5)[CH3:30])=[CH:21][C:6]=4[C:7]3=[N:14][C:13]=2[C:15]([NH2:17])=[O:16])[CH2:20][CH2:19]1. The yield is 0.140.